This data is from Reaction yield outcomes from USPTO patents with 853,638 reactions. The task is: Predict the reaction yield, written as a fraction of the theoretical maximum amount of product (1.0 means a 100% yield; for example, 0.34 means a 34% yield). (1) The reactants are [Br:1][C:2]1(C=O)[CH:11]=[CH:10][C:9]2[O:8][C:7]([CH3:13])([CH3:12])[CH2:6][C:5]([CH3:15])([CH3:14])[C:4]=2[CH2:3]1.CC(=CC)C.Cl([O-])=O.[Na+].[OH-:27].[Na+].Cl.C[C:31]([OH:34])(C)C. The catalyst is O.C(O)(=O)C. The product is [Br:1][C:2]1[CH:3]=[C:4]2[C:9](=[C:10]([C:31]([OH:34])=[O:27])[CH:11]=1)[O:8][C:7]([CH3:12])([CH3:13])[CH2:6][C:5]2([CH3:14])[CH3:15]. The yield is 0.930. (2) The reactants are [NH2:1][C:2]1[CH:7]=[CH:6][CH:5]=[CH:4][CH:3]=1.C([O-])([O-])=O.[K+].[K+].Cl[C:15]1[N:20]=[CH:19][N:18]=[C:17]([NH:21][C:22]2[CH:27]=[CH:26][CH:25]=[C:24]([NH2:28])[N:23]=2)[CH:16]=1. The catalyst is CN(C=O)C. The product is [NH2:28][C:24]1[N:23]=[C:22]([NH:21][C:17]2[CH:16]=[C:15]([NH:1][C:2]3[CH:7]=[CH:6][CH:5]=[CH:4][CH:3]=3)[N:20]=[CH:19][N:18]=2)[CH:27]=[CH:26][CH:25]=1. The yield is 0.210.